Dataset: Reaction yield outcomes from USPTO patents with 853,638 reactions. Task: Predict the reaction yield, written as a fraction of the theoretical maximum amount of product (1.0 means a 100% yield; for example, 0.34 means a 34% yield). (1) The reactants are [Cl:1][C:2]1[N:7]=[C:6](Cl)[CH:5]=[CH:4][N:3]=1.[F:9][C:10]1[CH:15]=[C:14]([N+:16]([O-:18])=[O:17])[CH:13]=[CH:12][C:11]=1[OH:19].C([O-])(O)=O.[Na+]. The catalyst is CCO.C1COCC1. The product is [Cl:1][C:2]1[N:7]=[C:6]([O:19][C:11]2[CH:12]=[CH:13][C:14]([N+:16]([O-:18])=[O:17])=[CH:15][C:10]=2[F:9])[CH:5]=[CH:4][N:3]=1. The yield is 0.700. (2) The reactants are [CH3:1][N:2]1[C:10]2[C:5](=[CH:6][CH:7]=[C:8]([C:11]([F:14])([F:13])[F:12])[CH:9]=2)[C:4]([C:15]([O:17]C)=[O:16])=[N:3]1.[OH-].[Na+].Cl. The catalyst is O1CCCC1. The product is [CH3:1][N:2]1[C:10]2[C:5](=[CH:6][CH:7]=[C:8]([C:11]([F:13])([F:14])[F:12])[CH:9]=2)[C:4]([C:15]([OH:17])=[O:16])=[N:3]1. The yield is 1.00. (3) The yield is 0.740. The reactants are [NH2:1][CH:2]([C:5]1[CH:10]=[CH:9][C:8]([F:11])=[C:7]([F:12])[CH:6]=1)[CH2:3][OH:4].[C:13](O[C:13]([O:15][C:16]([CH3:19])([CH3:18])[CH3:17])=[O:14])([O:15][C:16]([CH3:19])([CH3:18])[CH3:17])=[O:14]. The product is [C:16]([O:15][C:13](=[O:14])[NH:1][CH:2]([C:5]1[CH:10]=[CH:9][C:8]([F:11])=[C:7]([F:12])[CH:6]=1)[CH2:3][OH:4])([CH3:19])([CH3:18])[CH3:17]. The catalyst is C(Cl)(Cl)Cl. (4) The reactants are FC(F)(F)S(O[C:7]1[C:11]2[CH:12]=[N:13][CH:14]=[CH:15][C:10]=2[O:9][C:8]=1[C:16]([O:18][CH2:19][CH3:20])=[O:17])(=O)=O.[F:23][C:24]1[CH:29]=[C:28]([Si:30]([CH3:33])([CH3:32])[CH3:31])[CH:27]=[CH:26][C:25]=1[NH2:34].[O-]P([O-])([O-])=O.[K+].[K+].[K+]. The catalyst is C1(C)C=CC=CC=1.C1C=CC(/C=C/C(/C=C/C2C=CC=CC=2)=O)=CC=1.C1C=CC(/C=C/C(/C=C/C2C=CC=CC=2)=O)=CC=1.C1C=CC(/C=C/C(/C=C/C2C=CC=CC=2)=O)=CC=1.[Pd].[Pd].CC1(C)C2C(=C(P(C3C=CC=CC=3)C3C=CC=CC=3)C=CC=2)OC2C(P(C3C=CC=CC=3)C3C=CC=CC=3)=CC=CC1=2. The product is [CH3:31][Si:30]([CH3:33])([CH3:32])[C:28]1[CH:27]=[CH:26][C:25]([NH:34][C:7]2[C:11]3[CH:12]=[N:13][CH:14]=[CH:15][C:10]=3[O:9][C:8]=2[C:16]([O:18][CH2:19][CH3:20])=[O:17])=[C:24]([F:23])[CH:29]=1. The yield is 0.932. (5) The reactants are [NH2:1][C:2]([C:4]1[C:13]([NH:14][CH:15]([CH2:18][CH3:19])[CH2:16][CH3:17])=[CH:12][C:7]([C:8]([O:10]C)=[O:9])=[C:6]([F:20])[CH:5]=1)=[O:3].[OH-].[Na+].ClCCl. The product is [NH2:1][C:2]([C:4]1[C:13]([NH:14][CH:15]([CH2:18][CH3:19])[CH2:16][CH3:17])=[CH:12][C:7]([C:8]([OH:10])=[O:9])=[C:6]([F:20])[CH:5]=1)=[O:3]. The catalyst is CO. The yield is 0.880. (6) The reactants are [F:1][C:2]1[CH:10]=[CH:9][CH:8]=[C:7]2[C:3]=1[C:4]([CH:11]=[O:12])=[CH:5][NH:6]2.[CH2:13](OC(C1NC2C(C=1)=CC=CC=2)=O)C. No catalyst specified. The product is [F:1][C:2]1[CH:10]=[CH:9][CH:8]=[C:7]2[C:3]=1[C:4]([CH:11]=[O:12])=[CH:5][N:6]2[CH3:13]. The yield is 0.540. (7) The product is [CH2:34]([C:20]1[CH:21]=[C:22]([C:25]2[S:26][C:27]3[CH2:33][CH2:32][CH2:31][CH2:30][C:28]=3[N:29]=2)[CH:23]=[CH:24][C:19]=1[O:18][CH2:17][CH2:16][CH2:15][O:14][C:10]1[CH:9]=[C:8]2[C:13](=[CH:12][CH:11]=1)[N:5]([CH2:4][C:3]([OH:37])=[O:2])[CH:6]=[CH:7]2)[CH2:35][CH3:36]. The yield is 0.990. The catalyst is C1COCC1.O. The reactants are C[O:2][C:3](=[O:37])[CH2:4][N:5]1[C:13]2[C:8](=[CH:9][C:10]([O:14][CH2:15][CH2:16][CH2:17][O:18][C:19]3[CH:24]=[CH:23][C:22]([C:25]4[S:26][C:27]5[CH2:33][CH2:32][CH2:31][CH2:30][C:28]=5[N:29]=4)=[CH:21][C:20]=3[CH2:34][CH2:35][CH3:36])=[CH:11][CH:12]=2)[CH:7]=[CH:6]1.O[Li].O.